From a dataset of CYP2C19 inhibition data for predicting drug metabolism from PubChem BioAssay. Regression/Classification. Given a drug SMILES string, predict its absorption, distribution, metabolism, or excretion properties. Task type varies by dataset: regression for continuous measurements (e.g., permeability, clearance, half-life) or binary classification for categorical outcomes (e.g., BBB penetration, CYP inhibition). Dataset: cyp2c19_veith. (1) The compound is CC1CCN(CC[C@@H]2CCCN2S(=O)(=O)c2cccc(O)c2)CC1. The result is 0 (non-inhibitor). (2) The molecule is CC(=O)N1c2c(cc(Br)cc2S(=O)(=O)NCC2COc3ccccc3O2)CC1C. The result is 1 (inhibitor). (3) The drug is O=C(CN(Cc1ccccc1)S(=O)(=O)c1ccc2c(c1)OCCO2)N/N=C/c1ccc(F)cc1. The result is 1 (inhibitor). (4) The molecule is CN(C)c1ccc(-c2cc(-n3ccnc3)ncn2)cc1. The result is 1 (inhibitor). (5) The molecule is O=c1n(Cc2cc3c(cc2Cl)OCO3)c(=O)n2n1CC[C@H]1/C(=N\OCc3ccccc3)[C@H]3O[C@@H]3[C@@H](O)[C@@H]12. The result is 0 (non-inhibitor). (6) The compound is CCOCC(=O)Nc1cc(-c2cn3cccnc3n2)ccc1C. The result is 0 (non-inhibitor). (7) The molecule is COCCn1c(=O)c(-c2cccs2)nc2cnc(Nc3ccccc3)nc21. The result is 0 (non-inhibitor).